Dataset: Catalyst prediction with 721,799 reactions and 888 catalyst types from USPTO. Task: Predict which catalyst facilitates the given reaction. Reactant: C([O:3][CH:4](OCC)[C:5]1[O:9][CH:8]=[C:7](Br)[CH:6]=1)C.[B:14](OC(C)C)([O:19]C(C)C)[O:15]C(C)C.C([Mg]Br)(C)C.CC(CC(C)=O)C. Product: [CH:4]([C:5]1[O:9][CH:8]=[C:7]([B:14]([OH:19])[OH:15])[CH:6]=1)=[O:3]. The catalyst class is: 1.